This data is from Catalyst prediction with 721,799 reactions and 888 catalyst types from USPTO. The task is: Predict which catalyst facilitates the given reaction. (1) Reactant: [CH2:1]([C:8]1[C:9](=[O:20])[NH:10][N:11]([C:16](=[O:19])[CH2:17][CH3:18])[C:12]=1[CH:13]([CH3:15])[CH3:14])[C:2]1[CH:7]=[CH:6][CH:5]=[CH:4][CH:3]=1.C(=O)([O-])[O-].[K+].[K+].[C:27]([O:33][C@@H:34]1[C@@H:39]([O:40][C:41](=[O:46])[C:42]([CH3:45])([CH3:44])[CH3:43])[C@H:38]([O:47][C:48](=[O:53])[C:49]([CH3:52])([CH3:51])[CH3:50])[C@@H:37]([CH2:54][O:55][C:56](=[O:61])[C:57]([CH3:60])([CH3:59])[CH3:58])[O:36][C@H:35]1Br)(=[O:32])[C:28]([CH3:31])([CH3:30])[CH3:29]. The catalyst class is: 10. Product: [CH2:1]([C:8]1[C:9]([O:20][C@@H:35]2[O:36][C@H:37]([CH2:54][O:55][C:56](=[O:61])[C:57]([CH3:60])([CH3:59])[CH3:58])[C@@H:38]([O:47][C:48](=[O:53])[C:49]([CH3:50])([CH3:51])[CH3:52])[C@H:39]([O:40][C:41](=[O:46])[C:42]([CH3:43])([CH3:44])[CH3:45])[C@H:34]2[O:33][C:27](=[O:32])[C:28]([CH3:31])([CH3:29])[CH3:30])=[N:10][N:11]([C:16](=[O:19])[CH2:17][CH3:18])[C:12]=1[CH:13]([CH3:14])[CH3:15])[C:2]1[CH:7]=[CH:6][CH:5]=[CH:4][CH:3]=1. (2) Reactant: [Cl:1][C:2]1[CH:17]=[C:16]([N+:18]([O-])=O)[CH:15]=[CH:14][C:3]=1[O:4][C:5]1[CH:13]=[CH:12][C:8]2[CH:9]=[CH:10][S:11][C:7]=2[CH:6]=1.[Cl-].[Ca+2].[Cl-].O. Product: [S:11]1[C:7]2[CH:6]=[C:5]([O:4][C:3]3[CH:14]=[CH:15][C:16]([NH2:18])=[CH:17][C:2]=3[Cl:1])[CH:13]=[CH:12][C:8]=2[CH:9]=[CH:10]1. The catalyst class is: 8. (3) Reactant: [CH3:1][O:2][C:3](=[O:32])[C@H:4]([CH2:16][C:17]1[CH:22]=[CH:21][C:20]([C:23]2[CH:28]=[CH:27][CH:26]=[CH:25][C:24]=2[C:29](O)=[O:30])=[CH:19][CH:18]=1)[NH:5][C:6](=[O:15])[C:7]1[C:12]([Cl:13])=[CH:11][CH:10]=[CH:9][C:8]=1[Cl:14].C(N1C=CN=C1)([N:35]1C=CN=C1)=O.[OH-].[NH4+]. Product: [CH3:1][O:2][C:3](=[O:32])[C@H:4]([CH2:16][C:17]1[CH:22]=[CH:21][C:20]([C:23]2[CH:28]=[CH:27][CH:26]=[CH:25][C:24]=2[C:29](=[O:30])[NH2:35])=[CH:19][CH:18]=1)[NH:5][C:6](=[O:15])[C:7]1[C:12]([Cl:13])=[CH:11][CH:10]=[CH:9][C:8]=1[Cl:14]. The catalyst class is: 1. (4) Reactant: [CH3:1][C:2]([S@@:5]([NH2:7])=[O:6])([CH3:4])[CH3:3].C([O-])([O-])=O.[Cs+].[Cs+].[Cl:14][C:15]1[N:20]=[C:19]([CH:21]=O)[CH:18]=[CH:17][CH:16]=1. Product: [Cl:14][C:15]1[N:20]=[C:19](/[CH:21]=[N:7]/[S@:5]([C:2]([CH3:4])([CH3:3])[CH3:1])=[O:6])[CH:18]=[CH:17][CH:16]=1. The catalyst class is: 2. (5) Reactant: [CH3:1][C:2]12[O:10][B:9]([C@@H:11]([NH:28][C:29]([C:31]3[CH:32]=[C:33]4[C:37](=[CH:38][CH:39]=3)[CH2:36][NH:35][CH2:34]4)=[O:30])[CH2:12][C:13]3[C:14]([O:26][CH3:27])=[C:15]([CH:23]=[CH:24][CH:25]=3)[C:16]([O:18][C:19]([CH3:22])([CH3:21])[CH3:20])=[O:17])[O:8][CH:7]1[CH2:6][CH:5]1[CH2:40][CH:3]2[C:4]1([CH3:42])[CH3:41].[CH:43](=O)[C:44]1[CH:49]=[CH:48][CH:47]=[N:46][CH:45]=1.O. Product: [CH3:27][O:26][C:14]1[C:13]([CH2:12][C@H:11]([NH:28][C:29]([C:31]2[CH:32]=[C:33]3[C:37](=[CH:38][CH:39]=2)[CH2:36][N:35]([CH2:43][C:44]2[CH:45]=[N:46][CH:47]=[CH:48][CH:49]=2)[CH2:34]3)=[O:30])[B:9]2[O:8][CH:7]3[C:2]([CH3:1])([CH:3]4[CH2:40][CH:5]([CH2:6]3)[C:4]4([CH3:42])[CH3:41])[O:10]2)=[CH:25][CH:24]=[CH:23][C:15]=1[C:16]([O:18][C:19]([CH3:20])([CH3:21])[CH3:22])=[O:17]. The catalyst class is: 26. (6) Reactant: [Br:1][C:2]1[CH:3]=[C:4]2[C:9](=[CH:10][CH:11]=1)[N:8]=[CH:7][C:6]([N+:12]([O-])=O)=[C:5]2[C:15]([C:17]1[CH:22]=[CH:21][C:20]([C:23]([CH3:27])([CH3:26])[C:24]#[N:25])=[CH:19][CH:18]=1)=[O:16]. Product: [NH2:12][C:6]1[CH:7]=[N:8][C:9]2[C:4]([C:5]=1[C:15]([C:17]1[CH:18]=[CH:19][C:20]([C:23]([CH3:26])([CH3:27])[C:24]#[N:25])=[CH:21][CH:22]=1)=[O:16])=[CH:3][C:2]([Br:1])=[CH:11][CH:10]=2. The catalyst class is: 409.